The task is: Predict the reactants needed to synthesize the given product.. This data is from Full USPTO retrosynthesis dataset with 1.9M reactions from patents (1976-2016). (1) Given the product [CH3:84][C@@H:83]([OH:85])[C@@H:39]1[NH:40][C:41](=[O:42])[C@H:43]([CH2:80][CH2:81][NH2:82])[NH:44][C:45](=[O:46])[C@H:47]([CH2:77][CH2:78][NH2:79])[NH:48][C:49](=[O:50])[C@H:51]([CH2:73][CH:74]([CH3:75])[CH3:76])[NH:52][C:53](=[O:54])[C@H:55]([CH2:66][C:67]2[CH:72]=[CH:71][CH:70]=[CH:69][CH:68]=2)[NH:56][C:57](=[O:58])[C@H:59]([CH2:63][CH2:64][NH2:65])[NH:60][C:61](=[O:62])[C@@H:33]([NH:32][C:30]([C@@H:26]([NH:25][C:23]([C@@H:19]([NH2:18])[C@H:20]([OH:22])[CH3:21])=[O:24])[CH2:27][CH2:28][NH2:29])=[O:31])[CH2:34][CH2:35][NH:36][C:37]1=[O:38], predict the reactants needed to synthesize it. The reactants are: CCC(CCCCC(N[C@H](C([NH:18][C@H:19]([C:23]([NH:25][C@H:26]([C:30]([NH:32][C@@H:33]1[C:61](=[O:62])[NH:60][C@H:59]([CH2:63][CH2:64][NH2:65])[C:57](=[O:58])[NH:56][C@H:55]([CH2:66][C:67]2[CH:68]=[CH:69][CH:70]=[CH:71][CH:72]=2)[C:53](=[O:54])[NH:52][C@@H:51]([CH2:73][CH:74]([CH3:76])[CH3:75])[C:49](=[O:50])[NH:48][C@@H:47]([CH2:77][CH2:78][NH2:79])[C:45](=[O:46])[NH:44][C@@H:43]([CH2:80][CH2:81][NH2:82])[C:41](=[O:42])[NH:40][C@@H:39]([C@H:83]([OH:85])[CH3:84])[C:37](=[O:38])[NH:36][CH2:35][CH2:34]1)=[O:31])[CH2:27][CH2:28][NH2:29])=[O:24])[C@H:20]([OH:22])[CH3:21])=O)CCN)=O)C.P([O-])([O-])([O-])=O.[K+].[K+].[K+].[Cl-].[K+].C(N(CC(O)=O)CC(O)=O)CN(CC(O)=O)CC(O)=O.N[C@H](C(O)=O)CS. (2) The reactants are: [CH2:1]([O:3][C:4](=[O:20])[C:5](=[O:19])[CH2:6][C:7]([C:10]1[CH:15]=[CH:14][CH:13]=[C:12]([F:16])[C:11]=1[O:17][CH3:18])([CH3:9])[CH3:8])[CH3:2].[F:21][C:22]([Si](C)(C)C)([F:27])[C:23]([F:26])([F:25])[F:24].[F-].Cl. Given the product [CH2:1]([O:3][C:4](=[O:20])[C:5]([OH:19])([C:22]([F:27])([F:21])[C:23]([F:26])([F:25])[F:24])[CH2:6][C:7]([C:10]1[CH:15]=[CH:14][CH:13]=[C:12]([F:16])[C:11]=1[O:17][CH3:18])([CH3:9])[CH3:8])[CH3:2], predict the reactants needed to synthesize it.